This data is from Reaction yield outcomes from USPTO patents with 853,638 reactions. The task is: Predict the reaction yield, written as a fraction of the theoretical maximum amount of product (1.0 means a 100% yield; for example, 0.34 means a 34% yield). (1) The reactants are [ClH:1].O[CH:3]([C:22]1[C:23]([NH:28][C:29](=[O:34])C(C)(C)C)=[N:24][CH:25]=[CH:26][CH:27]=1)[CH:4]([CH:9]1[CH2:14][CH2:13][N:12](C(OC(C)(C)C)=O)[CH2:11][CH2:10]1)C(OC)=O. The catalyst is O. The product is [ClH:1].[ClH:1].[NH:12]1[CH2:11][CH2:10][CH:9]([C:4]2[C:29](=[O:34])[NH:28][C:23]3[C:22]([CH:3]=2)=[CH:27][CH:26]=[CH:25][N:24]=3)[CH2:14][CH2:13]1. The yield is 0.330. (2) The yield is 0.860. The catalyst is CCO. The product is [NH2:23][CH2:22][C:19]1[CH:18]=[CH:17][C:16]([C:15]([C:11]2[NH:10][CH:14]=[CH:13][CH:12]=2)=[O:30])=[CH:21][CH:20]=1. The reactants are C1(C)C(S([N:10]2[CH:14]=[CH:13][CH:12]=[C:11]2[C:15](=[O:30])[C:16]2[CH:21]=[CH:20][C:19]([CH2:22][NH:23]C(=O)C(F)(F)F)=[CH:18][CH:17]=2)(=O)=O)=CC=CC=1.[OH-].[K+].